This data is from NCI-60 drug combinations with 297,098 pairs across 59 cell lines. The task is: Regression. Given two drug SMILES strings and cell line genomic features, predict the synergy score measuring deviation from expected non-interaction effect. (1) Drug 1: C1=C(C(=O)NC(=O)N1)N(CCCl)CCCl. Drug 2: CN(C(=O)NC(C=O)C(C(C(CO)O)O)O)N=O. Cell line: HCT116. Synergy scores: CSS=24.9, Synergy_ZIP=-2.21, Synergy_Bliss=-5.34, Synergy_Loewe=-4.27, Synergy_HSA=-4.25. (2) Drug 1: C1C(C(OC1N2C=NC3=C(N=C(N=C32)Cl)N)CO)O. Drug 2: CC1=C(C=C(C=C1)C(=O)NC2=CC(=CC(=C2)C(F)(F)F)N3C=C(N=C3)C)NC4=NC=CC(=N4)C5=CN=CC=C5. Cell line: HCT116. Synergy scores: CSS=13.8, Synergy_ZIP=-0.106, Synergy_Bliss=-9.24, Synergy_Loewe=-33.6, Synergy_HSA=-10.4. (3) Drug 1: CC(CN1CC(=O)NC(=O)C1)N2CC(=O)NC(=O)C2. Drug 2: CC1C(C(CC(O1)OC2CC(CC3=C2C(=C4C(=C3O)C(=O)C5=CC=CC=C5C4=O)O)(C(=O)C)O)N)O. Cell line: SK-MEL-2. Synergy scores: CSS=26.0, Synergy_ZIP=0.00715, Synergy_Bliss=-4.24, Synergy_Loewe=-9.71, Synergy_HSA=-6.61. (4) Cell line: HCC-2998. Drug 2: C1=NC2=C(N=C(N=C2N1C3C(C(C(O3)CO)O)F)Cl)N. Synergy scores: CSS=20.8, Synergy_ZIP=-4.25, Synergy_Bliss=-10.4, Synergy_Loewe=-34.7, Synergy_HSA=-13.0. Drug 1: CN(C)C1=NC(=NC(=N1)N(C)C)N(C)C.